Predict the reaction yield, written as a fraction of the theoretical maximum amount of product (1.0 means a 100% yield; for example, 0.34 means a 34% yield). From a dataset of Reaction yield outcomes from USPTO patents with 853,638 reactions. (1) The reactants are [F:1][C:2]1[CH:3]=[C:4]([CH:7]=[CH:8][C:9]=1[OH:10])[CH:5]=O.[CH3:11][O:12][CH2:13][CH2:14][O:15][CH2:16]Cl.[CH3:18][O:19][C:20]1[CH:21]=[C:22]([CH:26]=[CH:27][C:28]=1[O:29][CH3:30])[CH2:23][C:24]#[N:25]. No catalyst specified. The product is [CH3:18][O:19][C:20]1[CH:21]=[C:22](/[C:23](=[CH:5]/[C:4]2[CH:7]=[CH:8][C:9]([O:10][CH2:11][O:12][CH2:13][CH2:14][O:15][CH3:16])=[C:2]([F:1])[CH:3]=2)/[C:24]#[N:25])[CH:26]=[CH:27][C:28]=1[O:29][CH3:30]. The yield is 0.780. (2) The reactants are [Cl-].O[NH3+:3].[C:4](=[O:7])([O-])[OH:5].[Na+].CS(C)=O.[CH3:13][N:14]([CH:49]1[CH2:54][CH2:53][O:52][CH2:51][CH2:50]1)[C@H:15]1[CH2:20][CH2:19][C@H:18]([N:21]2[C:26](=[O:27])[C:25]([CH2:28][C:29]3[CH:34]=[CH:33][C:32]([C:35]4[C:36]([C:41]#[N:42])=[CH:37][CH:38]=[CH:39][CH:40]=4)=[CH:31][CH:30]=3)=[C:24]([CH2:43][CH2:44][CH3:45])[N:23]3[N:46]=[CH:47][N:48]=[C:22]23)[CH2:17][CH2:16]1. The catalyst is O.C(OCC)(=O)C. The product is [CH3:13][N:14]([CH:49]1[CH2:50][CH2:51][O:52][CH2:53][CH2:54]1)[C@H:15]1[CH2:16][CH2:17][C@H:18]([N:21]2[C:26](=[O:27])[C:25]([CH2:28][C:29]3[CH:30]=[CH:31][C:32]([C:35]4[CH:40]=[CH:39][CH:38]=[CH:37][C:36]=4[C:41]4[NH:3][C:4](=[O:7])[O:5][N:42]=4)=[CH:33][CH:34]=3)=[C:24]([CH2:43][CH2:44][CH3:45])[N:23]3[N:46]=[CH:47][N:48]=[C:22]23)[CH2:19][CH2:20]1. The yield is 0.290. (3) The yield is 0.920. The catalyst is ClCCCl.CCOC(C)=O.O. The reactants are [CH3:1][O:2][C:3]([C:5]1[S:6][C:7]([C:11]2[CH:16]=[CH:15][C:14]([F:17])=[CH:13][CH:12]=2)=[CH:8][C:9]=1[NH2:10])=[O:4].CO[C:20]([CH3:22])=[CH2:21].CC(O)=O.[BH-](OC(C)=O)(OC(C)=O)OC(C)=O.[Na+].C([O-])(O)=O.[Na+]. The product is [CH3:1][O:2][C:3]([C:5]1[S:6][C:7]([C:11]2[CH:16]=[CH:15][C:14]([F:17])=[CH:13][CH:12]=2)=[CH:8][C:9]=1[NH:10][CH:20]([CH3:22])[CH3:21])=[O:4]. (4) The reactants are [OH:1][C@@H:2]1[C@H:6]([OH:7])[C@@H:5]([CH2:8][OH:9])[O:4][C@H:3]1[N:10]1[CH:18]=[N:17][C:16]2[C:11]1=[N:12][CH:13]=[N:14][C:15]=2[NH:19][C:20](=[O:27])[C:21]1[CH:26]=[CH:25][CH:24]=[CH:23][CH:22]=1.CO[C:30](OC)([CH3:32])[CH3:31].O.C1(C)C=CC(S(O)(=O)=O)=CC=1.C(=O)(O)[O-].[Na+]. The catalyst is CC(C)=O. The product is [OH:9][CH2:8][C@@H:5]1[C@H:6]2[O:7][C:30]([CH3:32])([CH3:31])[O:1][C@H:2]2[C@H:3]([N:10]2[CH:18]=[N:17][C:16]3[C:11]2=[N:12][CH:13]=[N:14][C:15]=3[NH:19][C:20](=[O:27])[C:21]2[CH:22]=[CH:23][CH:24]=[CH:25][CH:26]=2)[O:4]1. The yield is 0.590. (5) The reactants are [O:1]1[CH2:6][CH2:5][N:4]([C:7]2[N:12]=[C:11]([N:13]3[CH2:18][CH2:17][O:16][CH2:15][CH2:14]3)[N:10]=[C:9]([C:19]3[CH:24]=[CH:23][C:22]([NH:25][C:26](=[O:37])[NH:27][C:28]4[CH:36]=[CH:35][C:31]([C:32]([OH:34])=O)=[CH:30][CH:29]=4)=[CH:21][CH:20]=3)[N:8]=2)[CH2:3][CH2:2]1.CCN(C(C)C)C(C)C.CN(C(ON1N=NC2C=CC=CC1=2)=[N+](C)C)C.F[P-](F)(F)(F)(F)F.[NH:71]1[CH2:76][CH2:75][CH:74]([N:77]2[CH2:82][CH2:81][O:80][CH2:79][CH2:78]2)[CH2:73][CH2:72]1. The catalyst is CN1C(=O)CCC1. The product is [O:1]1[CH2:6][CH2:5][N:4]([C:7]2[N:12]=[C:11]([N:13]3[CH2:14][CH2:15][O:16][CH2:17][CH2:18]3)[N:10]=[C:9]([C:19]3[CH:20]=[CH:21][C:22]([NH:25][C:26]([NH:27][C:28]4[CH:29]=[CH:30][C:31]([C:32]([N:71]5[CH2:76][CH2:75][CH:74]([N:77]6[CH2:82][CH2:81][O:80][CH2:79][CH2:78]6)[CH2:73][CH2:72]5)=[O:34])=[CH:35][CH:36]=4)=[O:37])=[CH:23][CH:24]=3)[N:8]=2)[CH2:3][CH2:2]1. The yield is 0.620. (6) The reactants are [NH2:1][N:2]1[CH:6]=[C:5]([C:7]([OH:9])=[O:8])[C:4]([CH3:10])=[C:3]1[C:11]([OH:13])=O.S(O)([C:17]1C=CC(C)=C[CH:18]=1)(=O)=O.O.C1CCN2[C:29](=[N:30]CCC2)[CH2:28][CH2:27]1.[NH4+].[Cl-]. The catalyst is C1(C)C=CC=CC=1. The product is [CH2:17]([O:9][C:7]([C:5]1[C:4]([CH3:10])=[C:3]2[C:11](=[O:13])[C:28]([C:29]#[N:30])=[CH:27][NH:1][N:2]2[CH:6]=1)=[O:8])[CH3:18]. The yield is 0.400. (7) The yield is 0.780. The reactants are C[O:2][C:3](=O)[C:4]1[CH:9]=[C:8]([C:10]2[N:11]=[N:12][N:13]([CH3:15])[CH:14]=2)[C:7]([C:16]([F:19])([F:18])[F:17])=[CH:6][C:5]=1[NH:20][C:21]([O:23]C1C=CC(Cl)=CC=1)=O.CCN(C(C)C)C(C)C.[CH3:41][S:42]([NH:45][NH2:46])(=[O:44])=[O:43]. The catalyst is O1CCOCC1. The product is [CH3:15][N:13]1[CH:14]=[C:10]([C:8]2[CH:9]=[C:4]3[C:5](=[CH:6][C:7]=2[C:16]([F:19])([F:18])[F:17])[NH:20][C:21](=[O:23])[N:46]([NH:45][S:42]([CH3:41])(=[O:44])=[O:43])[C:3]3=[O:2])[N:11]=[N:12]1. (8) The reactants are [Br:1][C:2]1[CH:11]=[CH:10][CH:9]=[C:8]2[C:3]=1[CH:4]=[CH:5][N:6]=[C:7]2Cl.[NH2:13][C:14]1[CH:15]=[C:16]2[C:21](=[CH:22][CH:23]=1)[N:20]=[CH:19][CH:18]=[CH:17]2.Cl.O1CCOCC1.CO. The catalyst is CC(O)C. The product is [Br:1][C:2]1[CH:11]=[CH:10][CH:9]=[C:8]2[C:3]=1[CH:4]=[CH:5][N:6]=[C:7]2[NH:13][C:14]1[CH:15]=[C:16]2[C:21](=[CH:22][CH:23]=1)[N:20]=[CH:19][CH:18]=[CH:17]2. The yield is 0.780. (9) The reactants are Cl[C:2]1[C:11]2[C:6](=[CH:7][CH:8]=[C:9]([Cl:12])[N:10]=2)[N:5]=[CH:4][C:3]=1[C:13](=[O:15])[CH3:14].[CH3:16][N:17]([CH3:27])[CH2:18][CH2:19][C:20]1[CH:26]=[CH:25][C:23]([NH2:24])=[CH:22][CH:21]=1. No catalyst specified. The product is [Cl:12][C:9]1[N:10]=[C:11]2[C:6](=[CH:7][CH:8]=1)[N:5]=[CH:4][C:3]([C:13](=[O:15])[CH3:14])=[C:2]2[NH:24][C:23]1[CH:22]=[CH:21][C:20]([CH2:19][CH2:18][N:17]([CH3:16])[CH3:27])=[CH:26][CH:25]=1. The yield is 0.600. (10) The reactants are [F:1][C:2]1[CH:7]=[C:6]([N+:8]([O-:10])=[O:9])[CH:5]=[CH:4][C:3]=1[OH:11].[CH2:12](Br)[C:13]1[CH:18]=[CH:17][CH:16]=[CH:15][CH:14]=1.C(=O)([O-])[O-].[K+].[K+]. The catalyst is CN(C=O)C. The product is [CH2:12]([O:11][C:3]1[CH:4]=[CH:5][C:6]([N+:8]([O-:10])=[O:9])=[CH:7][C:2]=1[F:1])[C:13]1[CH:18]=[CH:17][CH:16]=[CH:15][CH:14]=1. The yield is 0.950.